Dataset: TCR-epitope binding with 47,182 pairs between 192 epitopes and 23,139 TCRs. Task: Binary Classification. Given a T-cell receptor sequence (or CDR3 region) and an epitope sequence, predict whether binding occurs between them. The epitope is QVPLRPMTYK. The TCR CDR3 sequence is CASGEVGELFF. Result: 1 (the TCR binds to the epitope).